This data is from Full USPTO retrosynthesis dataset with 1.9M reactions from patents (1976-2016). The task is: Predict the reactants needed to synthesize the given product. (1) Given the product [S:15]([O:1][CH:2]1[CH2:7][CH2:6][CH2:5][N:4]([C:8]([O:10][C:11]([CH3:14])([CH3:13])[CH3:12])=[O:9])[CH2:3]1)([C:18]1[CH:24]=[CH:23][C:21]([CH3:22])=[CH:20][CH:19]=1)(=[O:17])=[O:16], predict the reactants needed to synthesize it. The reactants are: [OH:1][CH:2]1[CH2:7][CH2:6][CH2:5][N:4]([C:8]([O:10][C:11]([CH3:14])([CH3:13])[CH3:12])=[O:9])[CH2:3]1.[S:15](Cl)([C:18]1[CH:24]=[CH:23][C:21]([CH3:22])=[CH:20][CH:19]=1)(=[O:17])=[O:16]. (2) Given the product [NH:34]1[C:35]2[C:31](=[C:30]([C:2]3[N:3]=[C:4]([N:23]4[CH2:28][CH2:27][O:26][CH2:25][CH2:24]4)[C:5]4[S:10][C:9]([C:11]([N:13]5[CH2:18][CH2:17][N:16]([S:19]([CH3:22])(=[O:21])=[O:20])[CH2:15][CH2:14]5)=[O:12])=[N:8][C:6]=4[N:7]=3)[CH:38]=[CH:37][CH:36]=2)[CH:32]=[N:33]1, predict the reactants needed to synthesize it. The reactants are: Cl[C:2]1[N:3]=[C:4]([N:23]2[CH2:28][CH2:27][O:26][CH2:25][CH2:24]2)[C:5]2[S:10][C:9]([C:11]([N:13]3[CH2:18][CH2:17][N:16]([S:19]([CH3:22])(=[O:21])=[O:20])[CH2:15][CH2:14]3)=[O:12])=[N:8][C:6]=2[N:7]=1.B(O)(O)[C:30]1[CH:38]=[CH:37][CH:36]=[C:35]2[C:31]=1[CH:32]=[N:33][NH:34]2.C(=O)([O-])[O-].[Na+].[Na+].C(#N)C. (3) Given the product [F:15][C:14]([F:17])([F:16])[C:10]1[CH:9]=[C:8]2[C:13](=[CH:12][CH:11]=1)[C:4](=[O:3])[NH:5][CH2:6][CH2:7]2, predict the reactants needed to synthesize it. The reactants are: C([O:3][C:4](=O)[NH:5][CH2:6][CH2:7][C:8]1[CH:13]=[CH:12][CH:11]=[C:10]([C:14]([F:17])([F:16])[F:15])[CH:9]=1)C.O=P12OP3(OP(OP(O3)(O1)=O)(=O)O2)=O. (4) Given the product [CH2:15]([N:5]1[C:4](=[O:8])[CH:3]=[C:2]([I:1])[CH:7]=[N:6]1)[C:16]1[CH:21]=[CH:20][CH:19]=[CH:18][CH:17]=1, predict the reactants needed to synthesize it. The reactants are: [I:1][C:2]1[CH:7]=[N:6][NH:5][C:4](=[O:8])[CH:3]=1.C(=O)([O-])[O-].[K+].[K+].[CH2:15](Br)[C:16]1[CH:21]=[CH:20][CH:19]=[CH:18][CH:17]=1. (5) Given the product [CH2:38]([O:14][C:13](=[O:15])[C:12]1[CH:16]=[CH:17][C:9]([NH:8][C:6](=[O:7])[C:5]2[CH:18]=[C:19]([NH:23][S:24]([C:27]3[CH:32]=[CH:31][CH:30]=[C:29]([C:33]([F:36])([F:35])[F:34])[CH:28]=3)(=[O:26])=[O:25])[C:20]([O:21][CH3:22])=[C:3]([O:2][CH3:1])[CH:4]=2)=[CH:10][CH:11]=1)[CH3:39], predict the reactants needed to synthesize it. The reactants are: [CH3:1][O:2][C:3]1[CH:4]=[C:5]([CH:18]=[C:19]([NH:23][S:24]([C:27]2[CH:32]=[CH:31][CH:30]=[C:29]([C:33]([F:36])([F:35])[F:34])[CH:28]=2)(=[O:26])=[O:25])[C:20]=1[O:21][CH3:22])[C:6]([NH:8][C:9]1[CH:17]=[CH:16][C:12]([C:13]([OH:15])=[O:14])=[CH:11][CH:10]=1)=[O:7].F[C:38](F)(F)[C:39]1C=C(S(Cl)(=O)=O)C=CC=1.